Dataset: Catalyst prediction with 721,799 reactions and 888 catalyst types from USPTO. Task: Predict which catalyst facilitates the given reaction. (1) Reactant: [F:1][CH2:2][C:3]([OH:5])=O.C(Cl)CCl.[I:10][C:11]1[N:15]2[CH:16]=[CH:17][C:18]([C:20]([NH:22][NH2:23])=[O:21])=[CH:19][C:14]2=[N:13][CH:12]=1. Product: [F:1][CH2:2][C:3]([NH:23][NH:22][C:20]([C:18]1[CH:17]=[CH:16][N:15]([C:11]([I:10])=[CH2:12])[C:14](=[NH:13])[CH:19]=1)=[O:21])=[O:5]. The catalyst class is: 64. (2) Reactant: Br[CH2:2][C:3]1[C:12]2[C:7](=[CH:8][CH:9]=[CH:10][CH:11]=2)[C:6]([C:13]([NH:15][C:16]2[C:17]([C:22]([OH:24])=[O:23])=[N:18][CH:19]=[CH:20][CH:21]=2)=[O:14])=[CH:5][CH:4]=1.[NH:25]1[CH:29]=[CH:28][N:27]=[N:26]1. Product: [N:25]1([CH2:2][C:3]2[C:12]3[C:7](=[CH:8][CH:9]=[CH:10][CH:11]=3)[C:6]([C:13]([NH:15][C:16]3[C:17]([C:22]([OH:24])=[O:23])=[N:18][CH:19]=[CH:20][CH:21]=3)=[O:14])=[CH:5][CH:4]=2)[CH:29]=[CH:28][N:27]=[N:26]1. The catalyst class is: 3. (3) Reactant: [F:1][C:2]1[CH:11]=[C:10]([CH2:12][O:13][C:14]2[CH:15]=[C:16]3[C:20](=[CH:21][C:22]=2[N+:23]([O-])=O)[CH2:19][CH2:18][CH2:17]3)[CH:9]=[CH:8][C:3]=1[C:4]([O:6][CH3:7])=[O:5]. Product: [NH2:23][C:22]1[CH:21]=[C:20]2[C:16]([CH2:17][CH2:18][CH2:19]2)=[CH:15][C:14]=1[O:13][CH2:12][C:10]1[CH:9]=[CH:8][C:3]([C:4]([O:6][CH3:7])=[O:5])=[C:2]([F:1])[CH:11]=1. The catalyst class is: 86.